From a dataset of Forward reaction prediction with 1.9M reactions from USPTO patents (1976-2016). Predict the product of the given reaction. (1) Given the reactants [Cl:1][C:2]1[CH:25]=[C:24]([NH:26][C:27]2[CH:32]=[CH:31][C:30]([F:33])=[CH:29][C:28]=2[F:34])[CH:23]=[CH:22][C:3]=1[C:4]([C:6]1[CH:7]=[C:8]([C:13]2[N:14]=[N:15][N:16]([CH2:18][C:19](O)=[O:20])[CH:17]=2)[CH:9]=[CH:10][C:11]=1[CH3:12])=[O:5].Cl.[CH2:36]([NH2:38])[CH3:37].C1C=CC(P(OC2C(F)=C(F)C(F)=C(F)C=2F)(C2C=CC=CC=2)=O)=CC=1.CCN(C(C)C)C(C)C, predict the reaction product. The product is: [Cl:1][C:2]1[CH:25]=[C:24]([NH:26][C:27]2[CH:32]=[CH:31][C:30]([F:33])=[CH:29][C:28]=2[F:34])[CH:23]=[CH:22][C:3]=1[C:4]([C:6]1[CH:7]=[C:8]([C:13]2[N:14]=[N:15][N:16]([CH2:18][C:19]([NH:38][CH2:36][CH3:37])=[O:20])[CH:17]=2)[CH:9]=[CH:10][C:11]=1[CH3:12])=[O:5]. (2) Given the reactants [O:1]1[C:5]2[CH:6]=[C:7]([NH2:10])[CH:8]=[CH:9][C:4]=2[CH2:3][CH2:2]1.C1C(=O)N([I:18])C(=O)C1, predict the reaction product. The product is: [I:18][C:8]1[C:7]([NH2:10])=[CH:6][C:5]2[O:1][CH2:2][CH2:3][C:4]=2[CH:9]=1. (3) Given the reactants C([O:4][C@@H:5]1[C@@H:10]([O:11]C(=O)C)[C@@H:9]([O:15]C(=O)C)[C@@H:8]([CH2:19][O:20]C(=O)C)[O:7][C@H:6]1[O:24][C:25]1[C:29]([CH2:30][C:31]2[CH:36]=[CH:35][C:34](/[CH:37]=[CH:38]/[CH2:39][C:40](O)=[O:41])=[CH:33][C:32]=2[F:43])=[C:28]([CH:44]([CH3:46])[CH3:45])[NH:27][N:26]=1)(=O)C.[NH2:47][C:48]([CH3:68])([CH3:67])[C:49]([N:51]1[CH2:56][CH2:55][N:54](C(OCC2C=CC=CC=2)=O)[CH2:53][CH2:52]1)=[O:50].C(N1CCNCC1)C1C=CC=CC=1, predict the reaction product. The product is: [F:43][C:32]1[CH:33]=[C:34]([CH2:37][CH2:38][CH2:39][C:40](=[O:41])[NH:47][C:48]([C:49]([N:51]2[CH2:52][CH2:53][NH:54][CH2:55][CH2:56]2)=[O:50])([CH3:68])[CH3:67])[CH:35]=[CH:36][C:31]=1[CH2:30][C:29]1[C:25]([O:24][C@@H:6]2[O:7][C@H:8]([CH2:19][OH:20])[C@H:9]([OH:15])[C@H:10]([OH:11])[C@H:5]2[OH:4])=[N:26][NH:27][C:28]=1[CH:44]([CH3:46])[CH3:45]. (4) Given the reactants C[Si]([N-][Si](C)(C)C)(C)C.[K+].[Cl:11][C:12]1[CH:13]=[CH:14][C:15]([CH3:45])=[C:16]([N:18]2[C:25](=[O:26])[C:24]3[CH:23]=[C:22]([C:27]4[CH:32]=[CH:31][CH:30]=[CH:29][C:28]=4[O:33][CH3:34])[N:21]([CH:35]([CH3:37])[CH3:36])[C:20]=3[CH:19]2[C:38]2[CH:43]=[CH:42][C:41]([Cl:44])=[CH:40][CH:39]=2)[CH:17]=1.[CH3:46]I, predict the reaction product. The product is: [Cl:11][C:12]1[CH:13]=[CH:14][C:15]([CH3:45])=[C:16]([N:18]2[C:25](=[O:26])[C:24]3[CH:23]=[C:22]([C:27]4[CH:32]=[CH:31][CH:30]=[CH:29][C:28]=4[O:33][CH3:34])[N:21]([CH:35]([CH3:37])[CH3:36])[C:20]=3[C:19]2([C:38]2[CH:39]=[CH:40][C:41]([Cl:44])=[CH:42][CH:43]=2)[CH3:46])[CH:17]=1. (5) The product is: [Cl:1][C:2]1[CH:10]=[C:9]([CH:11]([O:14][CH2:15][C:16]2([C:29]3[CH:30]=[CH:31][C:32]([F:35])=[CH:33][CH:34]=3)[CH2:17][CH2:18][N:19]([C:22]([O:24][C:25]([CH3:28])([CH3:26])[CH3:27])=[O:23])[CH2:20][CH2:21]2)[CH2:12][N:45]([CH3:46])[CH3:44])[C:8]2[C:4](=[CH:5][N:6]([CH2:36][O:37][CH2:38][CH2:39][Si:40]([CH3:43])([CH3:41])[CH3:42])[N:7]=2)[CH:3]=1. Given the reactants [Cl:1][C:2]1[CH:10]=[C:9]([CH:11]([O:14][CH2:15][C:16]2([C:29]3[CH:34]=[CH:33][C:32]([F:35])=[CH:31][CH:30]=3)[CH2:21][CH2:20][N:19]([C:22]([O:24][C:25]([CH3:28])([CH3:27])[CH3:26])=[O:23])[CH2:18][CH2:17]2)[CH:12]=O)[C:8]2[C:4](=[CH:5][N:6]([CH2:36][O:37][CH2:38][CH2:39][Si:40]([CH3:43])([CH3:42])[CH3:41])[N:7]=2)[CH:3]=1.[CH3:44][NH:45][CH3:46].C([BH3-])#N.[Na+].CC(O)=O, predict the reaction product. (6) Given the reactants [CH:1]1[C:10]2[C:5](=[CH:6][CH:7]=[CH:8][CH:9]=2)[CH:4]=[CH:3][C:2]=1[CH2:11][C:12](O)=O.Cl.[NH2:16][NH2:17].C([O:20][C:21](=[O:30])[CH:22]([C:24]1[CH:29]=[CH:28][CH:27]=[CH:26][CH:25]=1)Br)C, predict the reaction product. The product is: [CH:1]1[C:10]2[C:5](=[CH:6][CH:7]=[CH:8][CH:9]=2)[CH:4]=[CH:3][C:2]=1[C:11]1=[N:16][N:17]([CH:22]([C:24]2[CH:25]=[CH:26][CH:27]=[CH:28][CH:29]=2)[C:21]([OH:20])=[O:30])[C:21](=[O:20])/[C:22](=[CH:24]/[CH3:25])/[C:12]/1=[CH:28]\[CH:27]=[CH2:26]. (7) Given the reactants C(OC([N:8]1[CH2:11][C:10]([CH3:34])([C@@H:12]([C:14]2[CH:15]=[C:16]3[C:25](=[CH:26][C:27]=2[C:28]([F:31])([F:30])[F:29])[O:24][CH2:23][C:22]2[N:17]3[C@H:18]([CH3:33])[C:19](=[O:32])[NH:20][N:21]=2)[CH3:13])[CH2:9]1)=O)(C)(C)C.[C:35]([OH:41])([C:37]([F:40])([F:39])[F:38])=[O:36], predict the reaction product. The product is: [F:38][C:37]([F:40])([F:39])[C:35]([OH:41])=[O:36].[CH3:33][C@H:18]1[N:17]2[C:22]([CH2:23][O:24][C:25]3[C:16]2=[CH:15][C:14]([C@H:12]([C:10]2([CH3:34])[CH2:9][NH:8][CH2:11]2)[CH3:13])=[C:27]([C:28]([F:29])([F:31])[F:30])[CH:26]=3)=[N:21][NH:20][C:19]1=[O:32].